The task is: Predict the reaction yield, written as a fraction of the theoretical maximum amount of product (1.0 means a 100% yield; for example, 0.34 means a 34% yield).. This data is from Reaction yield outcomes from USPTO patents with 853,638 reactions. The reactants are [OH:1][C:2]1[CH:10]=[CH:9][C:8]([C:11]2[S:12][CH:13]=[CH:14][CH:15]=2)=[CH:7][C:3]=1[C:4]([OH:6])=O.[CH2:16]([O:18][C:19]([C:21]1[S:25][C:24]([NH2:26])=[N:23][C:22]=1[C:27]1[CH:32]=[CH:31][CH:30]=[CH:29][CH:28]=1)=[O:20])[CH3:17]. No catalyst specified. The product is [CH2:16]([O:18][C:19]([C:21]1[S:25][C:24]([NH:26][C:4](=[O:6])[C:3]2[CH:7]=[C:8]([C:11]3[S:12][CH:13]=[CH:14][CH:15]=3)[CH:9]=[CH:10][C:2]=2[OH:1])=[N:23][C:22]=1[C:27]1[CH:32]=[CH:31][CH:30]=[CH:29][CH:28]=1)=[O:20])[CH3:17]. The yield is 0.582.